The task is: Predict the product of the given reaction.. This data is from Forward reaction prediction with 1.9M reactions from USPTO patents (1976-2016). Given the reactants COC1OCC(COC2C=CN=C(C[S:18]([C:20]3[NH:24][C:23]4[CH:25]=[CH:26][CH:27]=[CH:28][C:22]=4[N:21]=3)=[O:19])C=2C)CO1.[Na:30].COC1OCC(COC2C=CN=C(CS(C3NC4C=CC=CC=4N=3)=O)C=2C)CO1.[CH3:60][C:61]1([CH3:79])[O:66][CH2:65][CH:64]([CH2:67][O:68][C:69]2[CH:74]=[CH:73][N:72]=[C:71]([CH2:75]O)[C:70]=2[CH2:77][CH3:78])[CH2:63][O:62]1, predict the reaction product. The product is: [Na:30].[CH3:60][C:61]1([CH3:79])[O:66][CH2:65][CH:64]([CH2:67][O:68][C:69]2[CH:74]=[CH:73][N:72]=[C:71]([CH2:75][S:18]([C:20]3[NH:21][C:22]4[CH:28]=[CH:27][CH:26]=[CH:25][C:23]=4[N:24]=3)=[O:19])[C:70]=2[CH2:77][CH3:78])[CH2:63][O:62]1.